Dataset: Forward reaction prediction with 1.9M reactions from USPTO patents (1976-2016). Task: Predict the product of the given reaction. (1) The product is: [CH:14]([C:11]1[C:10]([C:16]([F:17])([F:19])[F:18])=[CH:9][C:3]([C:4]([O:6][CH2:7][CH3:8])=[O:5])=[CH:2][C:12]=1[CH3:13])=[O:15]. Given the reactants N[C:2]1[C:12]([CH3:13])=[C:11]([CH:14]=[O:15])[C:10]([C:16]([F:19])([F:18])[F:17])=[CH:9][C:3]=1[C:4]([O:6][CH2:7][CH3:8])=[O:5].C(OC(=O)C1C=CC(C=O)=C(C(F)(F)F)C=1)C, predict the reaction product. (2) Given the reactants Br[CH2:2][CH:3]1[O:8][C:7]2[CH:9]=[CH:10][CH:11]=[CH:12][C:6]=2[O:5][CH2:4]1.[N:13]1([C:20]([O:22][C:23]([CH3:26])([CH3:25])[CH3:24])=[O:21])[CH2:19][CH2:18][CH2:17][NH:16][CH2:15][CH2:14]1.CCN(C(C)C)C(C)C.O, predict the reaction product. The product is: [O:8]1[CH:3]([CH2:2][N:16]2[CH2:17][CH2:18][CH2:19][N:13]([C:20]([O:22][C:23]([CH3:26])([CH3:25])[CH3:24])=[O:21])[CH2:14][CH2:15]2)[CH2:4][O:5][C:6]2[CH:12]=[CH:11][CH:10]=[CH:9][C:7]1=2.